Predict the reactants needed to synthesize the given product. From a dataset of Full USPTO retrosynthesis dataset with 1.9M reactions from patents (1976-2016). (1) The reactants are: [F:1][CH2:2][C:3]([O-])=O.[Na+].C(Cl)(=O)C(Cl)=O.[OH-].[Na+].[Si:15]([O:22][C:23]1[CH:24]=[CH:25][C:26]([CH:47]2[CH2:56][CH2:55][C:54]3[C:49](=[CH:50][CH:51]=[C:52]([O:57][Si:58]([C:61]([CH3:64])([CH3:63])[CH3:62])([CH3:60])[CH3:59])[CH:53]=3)[CH2:48]2)=[C:27]([NH:29][CH2:30][C:31]2[CH:36]=[CH:35][C:34]([O:37][CH2:38][CH2:39][N:40]3[CH2:45][CH2:44][CH2:43][CH2:42][CH2:41]3)=[C:33]([F:46])[CH:32]=2)[CH:28]=1)([C:18]([CH3:21])([CH3:20])[CH3:19])([CH3:17])[CH3:16]. Given the product [Si:15]([O:22][C:23]1[CH:24]=[CH:25][C:26]([CH:47]2[CH2:56][CH2:55][C:54]3[C:49](=[CH:50][CH:51]=[C:52]([O:57][Si:58]([C:61]([CH3:64])([CH3:63])[CH3:62])([CH3:59])[CH3:60])[CH:53]=3)[CH2:48]2)=[C:27]([N:29]([CH2:3][CH2:2][F:1])[CH2:30][C:31]2[CH:36]=[CH:35][C:34]([O:37][CH2:38][CH2:39][N:40]3[CH2:45][CH2:44][CH2:43][CH2:42][CH2:41]3)=[C:33]([F:46])[CH:32]=2)[CH:28]=1)([C:18]([CH3:21])([CH3:20])[CH3:19])([CH3:17])[CH3:16], predict the reactants needed to synthesize it. (2) Given the product [Cl:15][C:16]1[N:17]=[CH:18][C:19]([CH2:22][C:2]2[C:3]([CH3:13])=[CH:4][C:5]([OH:12])=[C:6]([CH:11]=2)[C:7]([O:9][CH3:10])=[O:8])=[CH:20][CH:21]=1, predict the reactants needed to synthesize it. The reactants are: Br[C:2]1[C:3]([CH3:13])=[CH:4][C:5]([OH:12])=[C:6]([CH:11]=1)[C:7]([O:9][CH3:10])=[O:8].[Cl-].[Cl:15][C:16]1[CH:21]=[CH:20][C:19]([CH2:22][Zn+])=[CH:18][N:17]=1.C1COCC1. (3) The reactants are: C[O:2][C:3](=[O:45])[CH2:4][CH2:5][S:6]([N:9]1[CH2:14][CH2:13][N:12]([CH2:15][C:16]2[C:17]([C:39]3[CH:44]=[CH:43][CH:42]=[CH:41][CH:40]=3)=[N:18][C:19]3[C:24]([C:25]=2[C:26](=[O:38])[NH:27][C@H:28]([C:32]2[CH:37]=[CH:36][CH:35]=[CH:34][CH:33]=2)[CH:29]([CH3:31])[CH3:30])=[CH:23][CH:22]=[CH:21][CH:20]=3)[CH2:11][CH2:10]1)(=[O:8])=[O:7].[OH-].[Na+]. Given the product [CH3:30][CH:29]([CH3:31])[C@H:28]([NH:27][C:26]([C:25]1[C:24]2[C:19](=[CH:20][CH:21]=[CH:22][CH:23]=2)[N:18]=[C:17]([C:39]2[CH:44]=[CH:43][CH:42]=[CH:41][CH:40]=2)[C:16]=1[CH2:15][N:12]1[CH2:13][CH2:14][N:9]([S:6]([CH2:5][CH2:4][C:3]([OH:45])=[O:2])(=[O:8])=[O:7])[CH2:10][CH2:11]1)=[O:38])[C:32]1[CH:33]=[CH:34][CH:35]=[CH:36][CH:37]=1, predict the reactants needed to synthesize it.